This data is from Peptide-MHC class I binding affinity with 185,985 pairs from IEDB/IMGT. The task is: Regression. Given a peptide amino acid sequence and an MHC pseudo amino acid sequence, predict their binding affinity value. This is MHC class I binding data. (1) The MHC is HLA-A02:01 with pseudo-sequence HLA-A02:01. The peptide sequence is KVLSIMAFI. The binding affinity (normalized) is 0.846. (2) The MHC is HLA-A03:01 with pseudo-sequence HLA-A03:01. The peptide sequence is RSWQPPQPR. The binding affinity (normalized) is 0.0847. (3) The peptide sequence is LLDPLYFEV. The MHC is HLA-A24:02 with pseudo-sequence HLA-A24:02. The binding affinity (normalized) is 0.0847. (4) The peptide sequence is RYMSKTYNF. The MHC is HLA-A03:01 with pseudo-sequence HLA-A03:01. The binding affinity (normalized) is 0.0847. (5) The peptide sequence is VFLTGFEHL. The MHC is HLA-A24:02 with pseudo-sequence HLA-A24:02. The binding affinity (normalized) is 0.277. (6) The peptide sequence is VQGYERIMY. The binding affinity (normalized) is 0.0847. The MHC is HLA-A01:01 with pseudo-sequence HLA-A01:01. (7) The peptide sequence is GSVNVVYTF. The MHC is HLA-B38:01 with pseudo-sequence HLA-B38:01. The binding affinity (normalized) is 0.0944. (8) The MHC is HLA-B15:01 with pseudo-sequence HLA-B15:01. The peptide sequence is NIAFLDESF. The binding affinity (normalized) is 0.380. (9) The peptide sequence is ITIPIGLYL. The MHC is HLA-B07:02 with pseudo-sequence HLA-B07:02. The binding affinity (normalized) is 0.0472.